From a dataset of Full USPTO retrosynthesis dataset with 1.9M reactions from patents (1976-2016). Predict the reactants needed to synthesize the given product. (1) Given the product [CH3:11][O:10][C:7]1[CH:8]=[CH:9][C:4]([CH2:3][C:2](=[O:1])[CH:20]([CH3:21])[CH3:22])=[C:5]([NH:12][C:13](=[O:19])[O:14][C:15]([CH3:18])([CH3:17])[CH3:16])[CH:6]=1, predict the reactants needed to synthesize it. The reactants are: [OH:1][CH:2]([CH:20]([CH3:22])[CH3:21])[CH2:3][C:4]1[CH:9]=[CH:8][C:7]([O:10][CH3:11])=[CH:6][C:5]=1[NH:12][C:13](=[O:19])[O:14][C:15]([CH3:18])([CH3:17])[CH3:16].CC(OI1(OC(C)=O)(OC(C)=O)OC(=O)C2C=CC=CC1=2)=O. (2) Given the product [Cl:22][C:7]1[CH:6]=[CH:5][C:4]2[N:3]=[C:2]([N:23]3[CH2:26][CH:25]([C:27]#[N:28])[CH2:24]3)[CH:11]=[CH:10][C:9]=2[C:8]=1[C:12]([NH:14][CH2:15][CH:16]1[CH2:21][CH2:20][CH2:19][CH2:18][CH2:17]1)=[O:13], predict the reactants needed to synthesize it. The reactants are: Cl[C:2]1[CH:11]=[CH:10][C:9]2[C:8]([C:12]([NH:14][CH2:15][CH:16]3[CH2:21][CH2:20][CH2:19][CH2:18][CH2:17]3)=[O:13])=[C:7]([Cl:22])[CH:6]=[CH:5][C:4]=2[N:3]=1.[NH:23]1[CH2:26][CH:25]([C:27]#[N:28])[CH2:24]1.C(=O)([O-])[O-].[K+].[K+].O. (3) Given the product [NH4+:2].[OH-:13].[CH3:1][N:2]1[C:6]([C:25]2[CH:24]=[CH:3][NH:2][C:42](=[O:45])[CH:44]=2)=[C:5]([C:14]2[CH:19]=[CH:18][CH:17]=[C:16]([C:20]([F:22])([F:21])[F:23])[CH:15]=2)[N:4]=[C:3]1[CH:24]1[CH2:25][CH2:26][NH:27][CH2:28][CH2:29]1, predict the reactants needed to synthesize it. The reactants are: [CH3:1][N:2]1[C:6](N2C=CC=CC2=[O:13])=[C:5]([C:14]2[CH:19]=[CH:18][CH:17]=[C:16]([C:20]([F:23])([F:22])[F:21])[CH:15]=2)[N:4]=[C:3]1[CH:24]1[CH2:29][CH2:28][N:27](C(OCC2C=CC=CC=2)=O)[CH2:26][CH2:25]1.[H][H].[CH:42]([OH:45])([CH3:44])C.